From a dataset of Full USPTO retrosynthesis dataset with 1.9M reactions from patents (1976-2016). Predict the reactants needed to synthesize the given product. (1) Given the product [CH3:20][O:18][C:17]([C:7]1([C:2]2[N:3]=[CH:4][CH:5]=[CH:6][N:1]=2)[CH2:8][CH2:9][C:10]2([O:14][CH2:13][CH2:12][O:11]2)[CH2:15][CH2:16]1)=[O:19], predict the reactants needed to synthesize it. The reactants are: [N:1]1[CH:6]=[CH:5][CH:4]=[N:3][C:2]=1[C:7]1([C:17]([OH:19])=[O:18])[CH2:16][CH2:15][C:10]2([O:14][CH2:13][CH2:12][O:11]2)[CH2:9][CH2:8]1.[C:20]([O-])([O-])=O.[K+].[K+].CI. (2) Given the product [CH3:9][C@@H:8]1[NH:7][CH:13]([CH3:14])[CH2:12][NH:11][C:10]1=[O:16], predict the reactants needed to synthesize it. The reactants are: C(OC(=O)[NH:7][C@H:8]([C:10](=[O:16])[NH:11][CH2:12][C:13](=O)[CH3:14])[CH3:9])(C)(C)C.FC(F)(F)C(O)=O. (3) Given the product [F:1][C:2]1[C:10]([F:11])=[CH:9][C:8]([I:12])=[CH:7][C:3]=1[C:4](=[O:6])[CH2:26][C:27]([O:29][CH2:23][CH3:24])=[O:28], predict the reactants needed to synthesize it. The reactants are: [F:1][C:2]1[C:10]([F:11])=[CH:9][C:8]([I:12])=[CH:7][C:3]=1[C:4]([OH:6])=O.C(N1[CH:24]=[CH:23]N=C1)(N1C=CN=C1)=O.C(O[Si](C)(C)CCC)(=O)[CH2:26][C:27]([O-:29])=[O:28].C1CCN2C(=NCCC2)CC1.[N-]1C=CN=C1.Cl.